Predict the product of the given reaction. From a dataset of Forward reaction prediction with 1.9M reactions from USPTO patents (1976-2016). (1) Given the reactants [C:1]1([N:7]2[C:17]3[C:12](=[CH:13][CH:14]=[CH:15][CH:16]=3)[C:10](=O)[C:8]2=[O:9])[CH:6]=[CH:5][CH:4]=[CH:3][CH:2]=1.[NH2:18][C:19]1[CH:20]=[CH:21][C:22]([Cl:25])=[N:23][CH:24]=1, predict the reaction product. The product is: [Cl:25][C:22]1[N:23]=[CH:24][C:19]([N:18]=[C:10]2[C:12]3[C:17](=[CH:16][CH:15]=[CH:14][CH:13]=3)[N:7]([C:1]3[CH:6]=[CH:5][CH:4]=[CH:3][CH:2]=3)[C:8]2=[O:9])=[CH:20][CH:21]=1. (2) The product is: [CH3:1][O:2][C:3](=[O:20])[C:4]1[CH:9]=[CH:8][C:7]([B:10]2[O:11][C:12]([CH3:18])([CH3:17])[C:13]([CH3:15])([CH3:16])[O:14]2)=[C:6]([CH2:19][Br:28])[CH:5]=1. Given the reactants [CH3:1][O:2][C:3](=[O:20])[C:4]1[CH:9]=[CH:8][C:7]([B:10]2[O:14][C:13]([CH3:16])([CH3:15])[C:12]([CH3:18])([CH3:17])[O:11]2)=[C:6]([CH3:19])[CH:5]=1.C1C(=O)N([Br:28])C(=O)C1.CC(N=NC(C#N)(C)C)(C#N)C, predict the reaction product. (3) Given the reactants [C:1](Cl)(=[O:4])[CH:2]=[CH2:3].[CH3:6][N:7]([CH3:38])[CH2:8][CH2:9][N:10]([CH3:37])[C:11]1[C:12]([NH2:36])=[CH:13][C:14]([NH:19][C:20]2[N:25]=[C:24]([C:26]3[C:34]4[C:29](=[CH:30][CH:31]=[CH:32][CH:33]=4)[N:28]([CH3:35])[CH:27]=3)[CH:23]=[CH:22][N:21]=2)=[C:15]([O:17][CH3:18])[CH:16]=1.CCN(C(C)C)C(C)C, predict the reaction product. The product is: [CH3:38][N:7]([CH3:6])[CH2:8][CH2:9][N:10]([CH3:37])[C:11]1[CH:16]=[C:15]([O:17][CH3:18])[C:14]([NH:19][C:20]2[N:25]=[C:24]([C:26]3[C:34]4[C:29](=[CH:30][CH:31]=[CH:32][CH:33]=4)[N:28]([CH3:35])[CH:27]=3)[CH:23]=[CH:22][N:21]=2)=[CH:13][C:12]=1[NH:36][C:1](=[O:4])[CH:2]=[CH2:3]. (4) Given the reactants C(OC([NH:8][CH:9]1[CH2:13][CH2:12][N:11]([S:14]([C:17]2[C:18]3[C:19]([Br:28])=[CH:20][N:21]=[C:22]([Cl:27])[C:23]=3[CH:24]=[CH:25][CH:26]=2)(=[O:16])=[O:15])[CH2:10]1)=O)(C)(C)C.C(OC([NH:36]C1CCN(S(C2C3C(Cl)=CN=C(N)C=3C=CC=2)(=O)=O)C1)=O)(C)(C)C, predict the reaction product. The product is: [NH2:8][CH:9]1[CH2:13][CH2:12][N:11]([S:14]([C:17]2[C:18]3[C:19]([Br:28])=[CH:20][N:21]=[C:22]([NH2:36])[C:23]=3[CH:24]=[CH:25][CH:26]=2)(=[O:16])=[O:15])[CH2:10]1.[ClH:27]. (5) Given the reactants [OH:1][C:2]1[C:10]([O:11][CH3:12])=[CH:9][C:5]([C:6]([OH:8])=[O:7])=[CH:4][C:3]=1[O:13][CH3:14].N1C=CC=CC=1.[C:21](OC(=O)C)(=[O:23])[CH3:22], predict the reaction product. The product is: [C:21]([O:1][C:2]1[C:3]([O:13][CH3:14])=[CH:4][C:5]([C:6]([OH:8])=[O:7])=[CH:9][C:10]=1[O:11][CH3:12])(=[O:23])[CH3:22]. (6) Given the reactants [Cl:1][C:2]1[CH:7]=[CH:6][C:5]([S:8]([N:11]2[CH:16]3[CH2:17][CH2:18][CH2:19][CH:12]2[C:13](=[CH:21]O)[C:14](=O)[CH2:15]3)(=[O:10])=[O:9])=[CH:4][CH:3]=1.[NH2:23][C:24]1[CH:28]=[C:27]([C:29]2[CH:34]=[CH:33][CH:32]=[CH:31][CH:30]=2)[NH:26][N:25]=1, predict the reaction product. The product is: [Cl:1][C:2]1[CH:7]=[CH:6][C:5]([S:8]([N:11]2[CH:16]3[CH2:17][CH2:18][CH2:19][CH:12]2[C:13]2[CH:21]=[N:23][C:24]4[N:25]([C:14]=2[CH2:15]3)[N:26]=[C:27]([C:29]2[CH:34]=[CH:33][CH:32]=[CH:31][CH:30]=2)[CH:28]=4)(=[O:10])=[O:9])=[CH:4][CH:3]=1.